Task: Predict which catalyst facilitates the given reaction.. Dataset: Catalyst prediction with 721,799 reactions and 888 catalyst types from USPTO (1) Reactant: [F:1][C:2]1[CH:3]=[CH:4][C:5]2[N:9]=[C:8]([C@@H:10]([NH2:12])[CH3:11])[N:7]([CH:13]([CH3:15])[CH3:14])[C:6]=2[C:16]=1[C:17]1[CH:22]=[CH:21][CH:20]=[CH:19][N:18]=1.[NH2:23][C:24]1[C:29]([C:30]#[N:31])=[C:28](Cl)[N:27]=[CH:26][N:25]=1.CCN(C(C)C)C(C)C. Product: [NH2:23][C:24]1[C:29]([C:30]#[N:31])=[C:28]([NH:12][C@H:10]([C:8]2[N:7]([CH:13]([CH3:14])[CH3:15])[C:6]3[C:16]([C:17]4[CH:22]=[CH:21][CH:20]=[CH:19][N:18]=4)=[C:2]([F:1])[CH:3]=[CH:4][C:5]=3[N:9]=2)[CH3:11])[N:27]=[CH:26][N:25]=1. The catalyst class is: 41. (2) Reactant: [C:1]([O:4][CH2:5][CH2:6][CH2:7][CH2:8][CH2:9][CH2:10][CH2:11]/[CH:12]=[CH:13]\[CH2:14]CC)(=O)[CH3:2]. Product: [CH2:5]([O:4][CH2:1][CH2:2][CH2:5][CH2:6][CH2:7][CH2:8][CH2:9][CH2:10][CH2:11][CH3:12])[CH2:6][CH2:7][CH2:8][CH2:9][CH2:10][CH2:11][CH2:12][CH2:13][CH3:14]. The catalyst class is: 6. (3) Reactant: [CH3:1][O:2][C:3]1[CH:8]=[CH:7][C:6]([N+:9]([O-:11])=[O:10])=[CH:5][C:4]=1[N:12]1[CH2:17][CH2:16][NH:15][CH2:14][CH2:13]1.[C:18]([O:22][C:23](O[C:23]([O:22][C:18]([CH3:21])([CH3:20])[CH3:19])=[O:24])=[O:24])([CH3:21])([CH3:20])[CH3:19]. Product: [C:18]([O:22][C:23]([N:15]1[CH2:16][CH2:17][N:12]([C:4]2[CH:5]=[C:6]([N+:9]([O-:11])=[O:10])[CH:7]=[CH:8][C:3]=2[O:2][CH3:1])[CH2:13][CH2:14]1)=[O:24])([CH3:21])([CH3:20])[CH3:19]. The catalyst class is: 7. (4) Reactant: [F:1][C:2]1[CH:8]=[CH:7][C:6]([F:9])=[CH:5][C:3]=1[NH2:4].[C:10]([C:16]([O:18][CH3:19])=[O:17])#[C:11][C:12]([O:14][CH3:15])=[O:13]. Product: [F:1][C:2]1[CH:8]=[CH:7][C:6]([F:9])=[CH:5][C:3]=1[NH:4]/[C:11](=[CH:10]/[C:16]([O:18][CH3:19])=[O:17])/[C:12]([O:14][CH3:15])=[O:13]. The catalyst class is: 5. (5) Reactant: [BH4-].[Na+].[C:3](O)(=O)C(C)C.[N:9]1([C:14]2[CH:21]=[CH:20][C:17]([C:18]#[N:19])=[CH:16][CH:15]=2)[CH:13]=[CH:12][CH:11]=[N:10]1.C[Li]. Product: [N:9]1([C:14]2[CH:21]=[CH:20][C:17]([CH:18]([NH2:19])[CH3:3])=[CH:16][CH:15]=2)[CH:13]=[CH:12][CH:11]=[N:10]1. The catalyst class is: 7. (6) Reactant: C(OC([N:8]1[C:16]2[C:11](=[CH:12][CH:13]=[C:14]([Cl:17])[CH:15]=2)[C:10]2([CH2:20][N:19]([C:21](=[O:23])[CH3:22])[CH2:18]2)[CH2:9]1)=O)(C)(C)C. Product: [ClH:17].[C:21]([N:19]1[CH2:18][C:10]2([C:11]3[C:16](=[CH:15][C:14]([Cl:17])=[CH:13][CH:12]=3)[NH:8][CH2:9]2)[CH2:20]1)(=[O:23])[CH3:22]. The catalyst class is: 818.